This data is from Merck oncology drug combination screen with 23,052 pairs across 39 cell lines. The task is: Regression. Given two drug SMILES strings and cell line genomic features, predict the synergy score measuring deviation from expected non-interaction effect. (1) Drug 1: C=CCn1c(=O)c2cnc(Nc3ccc(N4CCN(C)CC4)cc3)nc2n1-c1cccc(C(C)(C)O)n1. Drug 2: CNC(=O)c1cc(Oc2ccc(NC(=O)Nc3ccc(Cl)c(C(F)(F)F)c3)cc2)ccn1. Cell line: MSTO. Synergy scores: synergy=-7.59. (2) Drug 1: Cn1nnc2c(C(N)=O)ncn2c1=O. Drug 2: Cn1cc(-c2cnn3c(N)c(Br)c(C4CCCNC4)nc23)cn1. Cell line: DLD1. Synergy scores: synergy=-3.53. (3) Drug 1: CCC1(O)CC2CN(CCc3c([nH]c4ccccc34)C(C(=O)OC)(c3cc4c(cc3OC)N(C)C3C(O)(C(=O)OC)C(OC(C)=O)C5(CC)C=CCN6CCC43C65)C2)C1. Drug 2: CS(=O)(=O)CCNCc1ccc(-c2ccc3ncnc(Nc4ccc(OCc5cccc(F)c5)c(Cl)c4)c3c2)o1. Cell line: LNCAP. Synergy scores: synergy=-29.1. (4) Drug 1: Nc1ccn(C2OC(CO)C(O)C2(F)F)c(=O)n1. Drug 2: Cn1cc(-c2cnn3c(N)c(Br)c(C4CCCNC4)nc23)cn1. Cell line: RPMI7951. Synergy scores: synergy=-0.843. (5) Drug 1: COC12C(COC(N)=O)C3=C(C(=O)C(C)=C(N)C3=O)N1CC1NC12. Drug 2: Cc1nc(Nc2ncc(C(=O)Nc3c(C)cccc3Cl)s2)cc(N2CCN(CCO)CC2)n1. Cell line: NCIH1650. Synergy scores: synergy=49.8. (6) Drug 1: COC12C(COC(N)=O)C3=C(C(=O)C(C)=C(N)C3=O)N1CC1NC12. Drug 2: O=C(CCCCCCC(=O)Nc1ccccc1)NO. Cell line: UWB1289. Synergy scores: synergy=13.6. (7) Drug 1: Nc1ccn(C2OC(CO)C(O)C2(F)F)c(=O)n1. Drug 2: NC1(c2ccc(-c3nc4ccn5c(=O)[nH]nc5c4cc3-c3ccccc3)cc2)CCC1. Cell line: MDAMB436. Synergy scores: synergy=16.5. (8) Drug 1: CCC1=CC2CN(C1)Cc1c([nH]c3ccccc13)C(C(=O)OC)(c1cc3c(cc1OC)N(C)C1C(O)(C(=O)OC)C(OC(C)=O)C4(CC)C=CCN5CCC31C54)C2. Drug 2: NC(=O)c1cccc2cn(-c3ccc(C4CCCNC4)cc3)nc12. Cell line: A2058. Synergy scores: synergy=-47.2. (9) Drug 1: O=P1(N(CCCl)CCCl)NCCCO1. Drug 2: O=C(O)C1(Cc2cccc(Nc3nccs3)n2)CCC(Oc2cccc(Cl)c2F)CC1. Cell line: EFM192B. Synergy scores: synergy=17.5.